From a dataset of Full USPTO retrosynthesis dataset with 1.9M reactions from patents (1976-2016). Predict the reactants needed to synthesize the given product. (1) The reactants are: [C:1]([O:5][C:6]([N:8]1[CH2:13][CH2:12][CH:11]([C:14]2[CH:15]=[N:16][C:17]([NH2:20])=[CH:18][CH:19]=2)[CH2:10][CH2:9]1)=[O:7])([CH3:4])([CH3:3])[CH3:2].[Br:21][C:22]1[CH:23]=[C:24](I)[C:25]2[N:26]([CH:28]=[CH:29][N:30]=2)[CH:27]=1.CC1(C)C2C(=C(P(C3C=CC=CC=3)C3C=CC=CC=3)C=CC=2)OC2C(P(C3C=CC=CC=3)C3C=CC=CC=3)=CC=CC1=2.C([O-])([O-])=O.[Cs+].[Cs+]. Given the product [C:1]([O:5][C:6]([N:8]1[CH2:9][CH2:10][CH:11]([C:14]2[CH:15]=[N:16][C:17]([NH:20][C:24]3[C:25]4[N:26]([CH:28]=[CH:29][N:30]=4)[CH:27]=[C:22]([Br:21])[CH:23]=3)=[CH:18][CH:19]=2)[CH2:12][CH2:13]1)=[O:7])([CH3:4])([CH3:2])[CH3:3], predict the reactants needed to synthesize it. (2) Given the product [CH3:30][O:29][C:24]1[C:23]([O:31][CH3:32])=[C:22]([O:33][CH3:34])[CH:21]=[C:20]2[C:25]=1[C:26](=[O:28])[N:27]=[C:18]([N:9]([CH3:8])[CH2:10][C:11]1[CH:16]=[CH:15][CH:14]=[C:13]([N:38]3[CH2:35][CH2:36][CH2:2][C:3]3=[O:5])[CH:12]=1)[NH:19]2, predict the reactants needed to synthesize it. The reactants are: F[C:2](F)(F)[C:3]([OH:5])=O.[CH3:8][NH:9][CH2:10][C:11]1[CH:16]=[CH:15][CH:14]=[CH:13][CH:12]=1.Cl[C:18]1[NH:19][C:20]2[C:25]([C:26](=[O:28])[N:27]=1)=[C:24]([O:29][CH3:30])[C:23]([O:31][CH3:32])=[C:22]([O:33][CH3:34])[CH:21]=2.[CH:35]([N:38](C(C)C)CC)(C)[CH3:36].[K+].[Br-]. (3) Given the product [CH2:36]([C:35]1[CH:38]=[N:39][C:40]([N:20]2[CH2:21][CH2:22][CH:17]([C:15]3[O:14][N:13]=[C:12]([CH2:11][O:10][C:9]4[CH:8]=[CH:7][C:6]([S:3]([CH3:2])(=[O:5])=[O:4])=[CH:24][CH:23]=4)[N:16]=3)[CH2:18][CH2:19]2)=[N:41][CH:34]=1)[CH3:37], predict the reactants needed to synthesize it. The reactants are: Cl.[CH3:2][S:3]([C:6]1[CH:24]=[CH:23][C:9]([O:10][CH2:11][C:12]2[N:16]=[C:15]([CH:17]3[CH2:22][CH2:21][NH:20][CH2:19][CH2:18]3)[O:14][N:13]=2)=[CH:8][CH:7]=1)(=[O:5])=[O:4].C(OC(N1[CH2:37][CH2:36][CH:35]([C:38]2O[N:41]=[C:40](COC3C=CC(S(C)(=O)=O)=CC=3)[N:39]=2)[CH2:34]C1)=O)(C)(C)C.CCN(C(C)C)C(C)C.ClC1N=CC(CC)=CN=1. (4) Given the product [F:38][C:35]1[CH:34]=[CH:33][C:32]([CH2:31][NH:30][C:29]([C:27]2[N:28]=[C:14]3[C@H:13]([NH:9][C:45](=[O:47])[C:44]([N:43]([CH3:49])[CH3:42])=[O:48])[C@@:20]4([CH3:24])[C:21]([CH3:23])([CH3:22])[C@H:17]([CH2:18][CH2:19]4)[CH2:16][N:15]3[C:25](=[O:41])[C:26]=2[OH:40])=[O:39])=[CH:37][CH:36]=1, predict the reactants needed to synthesize it. The reactants are: Cl.C([N:9]([C@@H:13]1[C@@:20]2([CH3:24])[C:21]([CH3:23])([CH3:22])[C@H:17]([CH2:18][CH2:19]2)[CH2:16][N:15]2[C:25](=[O:41])[C:26]([OH:40])=[C:27]([C:29](=[O:39])[NH:30][CH2:31][C:32]3[CH:37]=[CH:36][C:35]([F:38])=[CH:34][CH:33]=3)[N:28]=[C:14]12)C(=O)O)C1C=CC=CC=1.[CH3:42][N:43]([CH3:49])[C:44](=[O:48])[C:45]([OH:47])=O.F[P-](F)(F)(F)(F)F.N1(OC(N(C)C)=[N+](C)C)C2N=CC=CC=2N=N1.C(N(C(C)C)CC)(C)C. (5) Given the product [CH3:44][C@@H:45]1[O:50][C@@H:49]([O:51][CH2:52][C@H:53]2[O:58][C@@H:57]([O:59][C:22]3[CH:23]=[C:24]([OH:28])[C:25]4[C:26](=[O:27])[CH:17]=[C:18]([C:30]5[CH:31]=[CH:32][C:33]([O:37][CH3:87])=[C:34]([OH:36])[CH:35]=5)[O:19][C:20]=4[CH:21]=3)[C@H:56]([OH:81])[C@@H:55]([OH:82])[C@@H:54]2[OH:83])[C@H:48]([OH:84])[C@H:47]([OH:85])[C@H:46]1[OH:86], predict the reactants needed to synthesize it. The reactants are: C[C@@H]1O[C@@H](OC[C@H]2O[C@@H](O[C:17]3[C:26](=[O:27])[C:25]4[C:24]([OH:28])=[CH:23][C:22](O)=[CH:21][C:20]=4[O:19][C:18]=3[C:30]3[CH:31]=[CH:32][C:33]([OH:37])=[C:34]([OH:36])[CH:35]=3)[C@H](O)[C@@H](O)[C@@H]2O)[C@H](O)[C@H](O)[C@H]1O.[CH3:44][CH:45]1[O:50][CH:49]([O:51][CH2:52][CH:53]2[O:58][CH:57]([O:59]C3C(=O)C4C(=CC(O)=CC=4O)OC=3C3C=CC(O)=C(O)C=3)[CH:56]([OH:81])[CH:55]([OH:82])[CH:54]2[OH:83])[CH:48]([OH:84])[CH:47]([OH:85])[CH:46]1[OH:86].[CH2:87]1[C@H]2C3N(C[C@@H]1CNC2)C(=O)C=CC=3. (6) Given the product [CH3:1][C:2]1[CH:3]=[C:4]([CH2:9][CH2:10][CH2:11][OH:12])[CH:5]=[C:6]([CH3:8])[CH:7]=1, predict the reactants needed to synthesize it. The reactants are: [CH3:1][C:2]1[CH:3]=[C:4]([C:9]#[C:10][CH2:11][OH:12])[CH:5]=[C:6]([CH3:8])[CH:7]=1. (7) Given the product [CH2:1]([N:8]1[CH2:12][CH2:11][N:10]=[C:9]1[CH:13]([C:17]1[C:26]2[C:21](=[CH:22][C:23]([O:29][CH3:30])=[C:24]([O:27][CH3:28])[CH:25]=2)[N:20]=[N:19][CH:18]=1)[C:14]#[N:15])[C:2]1[CH:3]=[CH:4][CH:5]=[CH:6][CH:7]=1, predict the reactants needed to synthesize it. The reactants are: [CH2:1]([N:8]1[CH2:12][CH2:11][N:10]=[C:9]1[CH2:13][C:14]#[N:15])[C:2]1[CH:7]=[CH:6][CH:5]=[CH:4][CH:3]=1.Cl[C:17]1[C:26]2[C:21](=[CH:22][C:23]([O:29][CH3:30])=[C:24]([O:27][CH3:28])[CH:25]=2)[N:20]=[N:19][CH:18]=1.CN(C)C=O.C[Si]([N-][Si](C)(C)C)(C)C.[K+].